From a dataset of Full USPTO retrosynthesis dataset with 1.9M reactions from patents (1976-2016). Predict the reactants needed to synthesize the given product. (1) Given the product [OH:34][CH2:33][CH2:32][CH2:31][N:6]1[CH2:11][CH2:10][CH:9]([CH2:12][CH2:13][CH2:14][O:15][C:16]2[CH:17]=[CH:18][C:19]([C:20]#[N:21])=[CH:22][CH:23]=2)[CH2:8][CH2:7]1, predict the reactants needed to synthesize it. The reactants are: CN(C)C=O.[NH:6]1[CH2:11][CH2:10][CH:9]([CH2:12][CH2:13][CH2:14][O:15][C:16]2[CH:23]=[CH:22][C:19]([C:20]#[N:21])=[CH:18][CH:17]=2)[CH2:8][CH2:7]1.C(=O)([O-])[O-].[K+].[K+].Br[CH2:31][CH2:32][CH2:33][OH:34]. (2) Given the product [CH3:22][C:12]1[CH:17]=[CH:16][C:15]([S:18]([O:8][CH2:7][CH:4]2[CH2:5][CH2:6][O:1][CH2:2][CH2:3]2)(=[O:20])=[O:19])=[CH:14][CH:13]=1, predict the reactants needed to synthesize it. The reactants are: [O:1]1[CH2:6][CH2:5][CH:4]([CH2:7][OH:8])[CH2:3][CH2:2]1.C(Cl)Cl.[C:12]1([CH3:22])[CH:17]=[CH:16][C:15]([S:18](Cl)(=[O:20])=[O:19])=[CH:14][CH:13]=1. (3) Given the product [CH2:20]=[C:21]1[CH2:26][CH2:25][O:24][C:22]1=[O:23].[CH3:27][N:28]([CH3:33])[C:29](=[O:32])[CH:30]=[CH2:31], predict the reactants needed to synthesize it. The reactants are: O.S([O-])(OCCCCCCCCCCCC)(=O)=O.[Na+].[CH2:20]=[C:21]1[CH2:26][CH2:25][O:24][C:22]1=[O:23].[CH3:27][N:28]([CH3:33])[C:29](=[O:32])[CH:30]=[CH2:31].S(OOS([O-])(=O)=O)([O-])(=O)=O.[Na+].[Na+].[OH-].[Na+]. (4) The reactants are: C(OC([C:6]1[CH:7]=[N:8][N:9]2[C:14](Cl)=[CH:13][CH:12]=[N:11][C:10]=12)=O)C.CN(C1C=C(B(O)O)C=CC=1)[C:18](=[O:20])[CH3:19].[C:30]([O-])([O-])=[O:31].[Na+].[Na+]. Given the product [CH2:18]([O:20][C:30]([C:7]1[CH:6]=[C:10]2[N:11]=[CH:12][CH:13]=[CH:14][N:9]2[N:8]=1)=[O:31])[CH3:19], predict the reactants needed to synthesize it.